From a dataset of Reaction yield outcomes from USPTO patents with 853,638 reactions. Predict the reaction yield, written as a fraction of the theoretical maximum amount of product (1.0 means a 100% yield; for example, 0.34 means a 34% yield). (1) The reactants are [Br:1][C:2]1[CH:3]=[C:4]2[C:15](=[CH:16][CH:17]=1)[O:14][C:7]1[C:8]([F:13])=[N:9][C:10]([Cl:12])=[CH:11][C:6]=1[C:5]2=O.[CH3:19][C:20]([S@:23]([NH2:25])=[O:24])([CH3:22])[CH3:21]. The catalyst is C1COCC1.[O-]CC.[Ti+4].[O-]CC.[O-]CC.[O-]CC. The product is [Br:1][C:2]1[CH:3]=[C:4]2[C:15](=[CH:16][CH:17]=1)[O:14][C:7]1[C:8]([F:13])=[N:9][C:10]([Cl:12])=[CH:11][C:6]=1[C:5]2=[N:25][S:23]([C:20]([CH3:22])([CH3:21])[CH3:19])=[O:24]. The yield is 0.571. (2) The reactants are Br[C:2]1[C:7]([CH3:8])=[CH:6][C:5]([CH3:9])=[CH:4][C:3]=1[CH3:10].[CH3:11][C:12]1[CH:17]=[CH:16][CH:15]=[CH:14][C:13]=1B(O)O.C([O-])([O-])=O.[K+].[K+]. The catalyst is CC([O-])=O.CC([O-])=O.[Pd+2].C1(P(C2CCCCC2)C2C=CC=CC=2C2C(OC)=CC=C(S([O-])(=O)=O)C=2OC)CCCCC1.[Na+].O. The product is [CH3:10][C:3]1[CH:4]=[C:5]([CH3:9])[CH:6]=[C:7]([CH3:8])[C:2]=1[C:13]1[CH:14]=[CH:15][CH:16]=[CH:17][C:12]=1[CH3:11]. The yield is 0.940. (3) The reactants are [Cl:1][C:2]1[CH:3]=[CH:4][C:5]([O:8][CH:9]2[CH2:14][CH2:13][NH:12][CH2:11][CH2:10]2)=[N:6][CH:7]=1.CCN(C(C)C)C(C)C.[O:24]=[C:25]1[NH:29][N:28]=[C:27]([CH2:30][S:31](Cl)(=[O:33])=[O:32])[NH:26]1. The catalyst is C1COCC1. The product is [Cl:1][C:2]1[CH:3]=[CH:4][C:5]([O:8][CH:9]2[CH2:14][CH2:13][N:12]([S:31]([CH2:30][C:27]3[NH:26][C:25](=[O:24])[NH:29][N:28]=3)(=[O:33])=[O:32])[CH2:11][CH2:10]2)=[N:6][CH:7]=1. The yield is 0.0760. (4) The reactants are [O:1]=[C:2]1[CH:7](C(OCC)=O)[C:6](=[O:13])[CH:5]([C:14]2[CH:19]=[CH:18][CH:17]=[CH:16][CH:15]=2)[CH2:4][NH:3]1. The catalyst is C(#N)C.O. The product is [C:14]1([CH:5]2[CH2:4][NH:3][C:2](=[O:1])[CH2:7][C:6]2=[O:13])[CH:15]=[CH:16][CH:17]=[CH:18][CH:19]=1. The yield is 0.620. (5) The reactants are [Br:1][C:2]1[C:3](F)=[C:4]2[C:10]([NH:11][C:12]([C:14]3([C:17]([F:20])([F:19])[F:18])[CH2:16][CH2:15]3)=[O:13])=[CH:9][NH:8][C:5]2=[N:6][CH:7]=1.[NH:22]1[CH2:27][CH2:26][CH2:25][C@@H:24]([NH:28][C:29](=[O:35])[O:30][C:31]([CH3:34])([CH3:33])[CH3:32])[CH2:23]1. The catalyst is CCCCO. The product is [Br:1][C:2]1[C:3]([N:22]2[CH2:27][CH2:26][CH2:25][C@@H:24]([NH:28][C:29](=[O:35])[O:30][C:31]([CH3:33])([CH3:32])[CH3:34])[CH2:23]2)=[C:4]2[C:10]([NH:11][C:12]([C:14]3([C:17]([F:20])([F:19])[F:18])[CH2:16][CH2:15]3)=[O:13])=[CH:9][NH:8][C:5]2=[N:6][CH:7]=1. The yield is 0.190. (6) The reactants are [I:1]I.[CH2:3]([O:10][C@H:11]1[C@H:16]([O:17][CH2:18][C:19]2[CH:24]=[CH:23][CH:22]=[CH:21][CH:20]=2)[C@@H:15]([CH2:25][O:26][CH2:27][C:28]2[CH:33]=[CH:32][CH:31]=[CH:30][CH:29]=2)[O:14][C@H:13]([CH2:34][Hg]Cl)[C@@H:12]1[OH:37])[C:4]1[CH:9]=[CH:8][CH:7]=[CH:6][CH:5]=1. The catalyst is C(Cl)Cl. The product is [CH2:3]([O:10][C@H:11]1[C@H:16]([O:17][CH2:18][C:19]2[CH:24]=[CH:23][CH:22]=[CH:21][CH:20]=2)[C@@H:15]([CH2:25][O:26][CH2:27][C:28]2[CH:33]=[CH:32][CH:31]=[CH:30][CH:29]=2)[O:14][C@H:13]([CH2:34][I:1])[C@@H:12]1[OH:37])[C:4]1[CH:9]=[CH:8][CH:7]=[CH:6][CH:5]=1. The yield is 0.810. (7) The reactants are [CH3:1][C:2]1[C:7]([NH2:8])=[C:6]([CH3:9])[CH:5]=[C:4]([N:10]2[CH2:15][CH2:14][O:13][CH2:12][CH2:11]2)[N:3]=1.[CH:16]1([CH2:21][C:22](Cl)=[O:23])[CH2:20][CH2:19][CH2:18][CH2:17]1. The catalyst is C(#N)C. The product is [CH:16]1([CH2:21][C:22]([NH:8][C:7]2[C:2]([CH3:1])=[N:3][C:4]([N:10]3[CH2:11][CH2:12][O:13][CH2:14][CH2:15]3)=[CH:5][C:6]=2[CH3:9])=[O:23])[CH2:20][CH2:19][CH2:18][CH2:17]1. The yield is 0.490. (8) The reactants are [F:1][C:2]1[CH:7]=[CH:6][C:5]([F:8])=[CH:4][C:3]=1[C@H:9]1[CH2:13][CH2:12][CH2:11][N:10]1[C:14]1[CH:19]=[CH:18][N:17]2[N:20]=[CH:21][C:22]([NH2:23])=[C:16]2[N:15]=1.[F:24][C:25]1[CH:30]=[CH:29][C:28]([N:31]=[C:32]=[O:33])=[CH:27][CH:26]=1.CCN(C(C)C)C(C)C. The catalyst is C(Cl)Cl. The product is [F:1][C:2]1[CH:7]=[CH:6][C:5]([F:8])=[CH:4][C:3]=1[C@H:9]1[CH2:13][CH2:12][CH2:11][N:10]1[C:14]1[CH:19]=[CH:18][N:17]2[N:20]=[CH:21][C:22]([NH:23][C:32]([NH:31][C:28]3[CH:29]=[CH:30][C:25]([F:24])=[CH:26][CH:27]=3)=[O:33])=[C:16]2[N:15]=1. The yield is 0.840.